From a dataset of Forward reaction prediction with 1.9M reactions from USPTO patents (1976-2016). Predict the product of the given reaction. (1) Given the reactants [OH:1][C:2]1([C:15]2[S:16][CH:17]=[CH:18][N:19]=2)[CH2:7][CH2:6][CH:5]([C:8]([O:10][C:11]([CH3:14])([CH3:13])[CH3:12])=[O:9])[CH2:4][CH2:3]1.CN(C=O)C.C1C(=O)N([Br:32])C(=O)C1, predict the reaction product. The product is: [Br:32][C:17]1[S:16][C:15]([C:2]2([OH:1])[CH2:7][CH2:6][CH:5]([C:8]([O:10][C:11]([CH3:14])([CH3:12])[CH3:13])=[O:9])[CH2:4][CH2:3]2)=[N:19][CH:18]=1. (2) The product is: [F:15][C:11]1[C:3]([O:4][CH:5]2[CH2:10][CH2:9][CH2:8][CH2:7][O:6]2)=[C:2]([C:19]2[CH:20]=[CH:21][N:16]=[CH:17][CH:18]=2)[CH:14]=[CH:13][CH:12]=1. Given the reactants Br[C:2]1[CH:14]=[CH:13][CH:12]=[C:11]([F:15])[C:3]=1[O:4][CH:5]1[CH2:10][CH2:9][CH2:8][CH2:7][O:6]1.[N:16]1[CH:21]=[CH:20][C:19](B(O)O)=[CH:18][CH:17]=1.C([O-])([O-])=O.[Na+].[Na+], predict the reaction product. (3) Given the reactants [Br:1][C:2]1[CH:3]=[C:4]([C:10]2([C:25]([F:28])([F:27])[F:26])[O:14][N:13]=[C:12]([C:15]3[CH:23]=[CH:22][C:18]([C:19](O)=[O:20])=[C:17]([CH3:24])[CH:16]=3)[CH2:11]2)[CH:5]=[C:6]([Br:9])[C:7]=1[F:8].Br.[S:30]1[CH2:33][CH:32]([NH2:34])[CH2:31]1.ON1C2C=CC=CC=2N=N1.Cl.C(N(CC)CCCN=C=NCC)C, predict the reaction product. The product is: [Br:9][C:6]1[CH:5]=[C:4]([C:10]2([C:25]([F:27])([F:28])[F:26])[O:14][N:13]=[C:12]([C:15]3[CH:23]=[CH:22][C:18]([C:19]([NH:34][CH:32]4[CH2:33][S:30][CH2:31]4)=[O:20])=[C:17]([CH3:24])[CH:16]=3)[CH2:11]2)[CH:3]=[C:2]([Br:1])[C:7]=1[F:8]. (4) Given the reactants CO.Cl[C:4]1[C:9]([N+:10]([O-:12])=[O:11])=[CH:8][CH:7]=[C:6]([Cl:13])[N:5]=1.C(N(CC)CC)C.[NH2:21][C:22]1[CH:27]=[CH:26][C:25]([CH3:28])=[CH:24][CH:23]=1, predict the reaction product. The product is: [CH3:28][C:25]1[CH:26]=[CH:27][C:22]([NH:21][C:4]2[C:9]([N+:10]([O-:12])=[O:11])=[CH:8][CH:7]=[C:6]([Cl:13])[N:5]=2)=[CH:23][CH:24]=1. (5) The product is: [C:10]([O:46][C:43]([NH:20][C:2]1[CH:3]=[N:4][CH:5]=[CH:6][CH:7]=1)=[O:45])([CH3:16])([CH3:15])[CH3:11]. Given the reactants C(O)(=O)[C:2]1[CH:7]=[CH:6][CH:5]=[N:4][CH:3]=1.[C:10]1([CH3:16])[CH:15]=CC=C[CH:11]=1.C([N:20](C(C)C)CC)(C)C.C1(P(N=[N+]=[N-])(C2C=CC=CC=2)=O)C=CC=CC=1.[C:43]([O:46]CC)(=[O:45])C, predict the reaction product. (6) Given the reactants [Cl:1][C:2]1[CH:7]=[C:6]([N+:8]([O-])=O)[C:5]([F:11])=[CH:4][N+:3]=1[O-].C(Cl)Cl.CCOC(C)=O, predict the reaction product. The product is: [NH2:8][C:6]1[C:5]([F:11])=[CH:4][N:3]=[C:2]([Cl:1])[CH:7]=1. (7) The product is: [ClH:28].[F:1][C:2]1[CH:7]=[CH:6][C:5]([C:8]2([OH:27])[CH2:9][CH:10]3[CH:14]([CH2:13][CH:12]([NH:16][CH2:17][C:18]([N:20]4[CH2:24][CH2:23][S:22][CH:21]4[C:25]#[N:26])=[O:19])[CH2:11]3)[CH2:15]2)=[CH:4][CH:3]=1. Given the reactants [F:1][C:2]1[CH:7]=[CH:6][C:5]([C:8]2([OH:27])[CH2:15][CH:14]3[CH:10]([CH2:11][CH:12]([NH:16][CH2:17][C:18]([N:20]4[CH2:24][CH2:23][S:22][CH:21]4[C:25]#[N:26])=[O:19])[CH2:13]3)[CH2:9]2)=[CH:4][CH:3]=1.[ClH:28], predict the reaction product.